Dataset: Tox21: 12 toxicity assays (nuclear receptors and stress response pathways). Task: Binary classification across 12 toxicity assays. (1) The drug is CCCCNc1ccc(C(=O)OCC[NH+](CC)CC)cc1. It tested positive (active) for: NR-AhR (Aryl hydrocarbon Receptor agonist activity). (2) The compound is CCC(C)(C)c1ccc(O)c(C(C)(C)CC)c1. It tested positive (active) for: SR-MMP (Mitochondrial Membrane Potential disruption). (3) The drug is CC(=O)Nc1ccc(C(=O)CCl)cc1. It tested positive (active) for: NR-AR-LBD (Androgen Receptor Ligand Binding Domain agonist), NR-AhR (Aryl hydrocarbon Receptor agonist activity), NR-ER (Estrogen Receptor agonist activity), SR-ARE (Antioxidant Response Element (oxidative stress)), SR-ATAD5 (ATAD5 genotoxicity (DNA damage)), SR-HSE (Heat Shock Element response), and SR-p53 (p53 tumor suppressor activation). (4) The compound is O=C/C=C/c1ccccc1. It tested positive (active) for: NR-AR (Androgen Receptor agonist activity), and NR-AR-LBD (Androgen Receptor Ligand Binding Domain agonist).